The task is: Predict the reaction yield, written as a fraction of the theoretical maximum amount of product (1.0 means a 100% yield; for example, 0.34 means a 34% yield).. This data is from Reaction yield outcomes from USPTO patents with 853,638 reactions. (1) The reactants are [CH3:1][C:2]1[N:11]([C:12]2[CH:13]=[C:14]([CH3:18])[CH:15]=[CH:16][CH:17]=2)[C:10](=[O:19])[C:9]2[C:4](=[CH:5][CH:6]=[CH:7][CH:8]=2)[N:3]=1.[OH:20][C:21]1[C:28]([O:29][CH3:30])=[CH:27][CH:26]=[CH:25][C:22]=1[CH:23]=O.CC([O-])=O.[Na+]. The catalyst is CC(O)=O. The product is [OH:20][C:21]1[C:28]([O:29][CH3:30])=[CH:27][CH:26]=[CH:25][C:22]=1[CH:23]=[CH:1][C:2]1[N:11]([C:12]2[CH:13]=[C:14]([CH3:18])[CH:15]=[CH:16][CH:17]=2)[C:10](=[O:19])[C:9]2[C:4](=[CH:5][CH:6]=[CH:7][CH:8]=2)[N:3]=1. The yield is 0.850. (2) The reactants are [O:1]=[C:2]([NH:22][CH2:23][C:24]1[CH:29]=[CH:28][C:27]([C:30]([F:33])([F:32])[F:31])=[CH:26][CH:25]=1)[CH2:3][C:4]1[CH:5]=[C:6]([CH:19]=[CH:20][CH:21]=1)[O:7][CH2:8][C:9]1[CH:18]=[CH:17][CH:16]=[CH:15][C:10]=1[C:11]([O:13]C)=[O:12].[OH-].[Li+]. The catalyst is C1COCC1.O. The product is [O:1]=[C:2]([NH:22][CH2:23][C:24]1[CH:25]=[CH:26][C:27]([C:30]([F:31])([F:32])[F:33])=[CH:28][CH:29]=1)[CH2:3][C:4]1[CH:5]=[C:6]([CH:19]=[CH:20][CH:21]=1)[O:7][CH2:8][C:9]1[CH:18]=[CH:17][CH:16]=[CH:15][C:10]=1[C:11]([OH:13])=[O:12]. The yield is 0.225. (3) The reactants are [Cl:1][C:2]1[C:3]([OH:15])=[CH:4][C:5]([CH3:14])=[C:6]([CH2:8][C:9]([O:11][CH2:12][CH3:13])=[O:10])[CH:7]=1.[F:16][C:17]([F:36])([F:35])[S:18](N(C1C=CC=CC=1)[S:18]([C:17]([F:36])([F:35])[F:16])(=[O:20])=[O:19])(=[O:20])=[O:19].C(=O)([O-])[O-].[K+].[K+]. The catalyst is C1COCC1. The product is [Cl:1][C:2]1[C:3]([O:15][S:18]([C:17]([F:36])([F:35])[F:16])(=[O:20])=[O:19])=[CH:4][C:5]([CH3:14])=[C:6]([CH2:8][C:9]([O:11][CH2:12][CH3:13])=[O:10])[CH:7]=1. The yield is 0.687. (4) The reactants are [Cl:1][C:2]1[CH:25]=[CH:24][C:5]2[NH:6][C:7]3[S:8][CH:9]=[CH:10][C:11]=3[C:12]([N:14]3[CH2:19][CH2:18][NH:17][C@@H:16]([CH2:20][CH2:21][O:22][CH3:23])[CH2:15]3)=[N:13][C:4]=2[CH:3]=1.C=O.[C:28](O[BH-](OC(=O)C)OC(=O)C)(=O)C.[Na+]. The catalyst is ClCCl. The product is [Cl:1][C:2]1[CH:25]=[CH:24][C:5]2[NH:6][C:7]3[S:8][CH:9]=[CH:10][C:11]=3[C:12]([N:14]3[CH2:19][CH2:18][N:17]([CH3:28])[C@@H:16]([CH2:20][CH2:21][O:22][CH3:23])[CH2:15]3)=[N:13][C:4]=2[CH:3]=1. The yield is 0.710. (5) The reactants are [C:1]([O:5][C:6]([C:9]([CH2:12][CH2:13]I)([F:11])[F:10])([F:8])[F:7])([F:4])([F:3])[F:2].CNC=[O:18].O. The catalyst is CCOCC. The product is [C:1]([O:5][C:6]([C:9]([CH2:12][CH2:13][OH:18])([F:11])[F:10])([F:8])[F:7])([F:4])([F:3])[F:2]. The yield is 0.710. (6) The reactants are CCCC[N+](CCCC)(CCCC)CCCC.[F-].[Si]([O:36][CH2:37][C@@H:38]1[CH2:42][N:41]([CH2:43][C:44]23[CH2:53][CH:48]4[CH2:49][CH:50]([CH2:52][CH:46]([CH2:47]4)[CH2:45]2)[CH2:51]3)[C:40](=[O:54])[NH:39]1)(C(C)(C)C)(C1C=CC=CC=1)C1C=CC=CC=1. The catalyst is C1COCC1. The product is [C:44]12([CH2:43][N:41]3[CH2:42][C@@H:38]([CH2:37][OH:36])[NH:39][C:40]3=[O:54])[CH2:45][CH:46]3[CH2:47][CH:48]([CH2:49][CH:50]([CH2:52]3)[CH2:51]1)[CH2:53]2. The yield is 0.100.